From a dataset of Catalyst prediction with 721,799 reactions and 888 catalyst types from USPTO. Predict which catalyst facilitates the given reaction. Reactant: [Br:1][C:2]1[CH:10]=[C:9]2[C:5]([C:6]([C:11]#[N:12])=[CH:7][NH:8]2)=[CH:4][C:3]=1[F:13].C(=O)([O-])[O-].[Cs+].[Cs+].[CH:20]1(Br)[CH2:23][CH2:22][CH2:21]1. Product: [Br:1][C:2]1[CH:10]=[C:9]2[C:5]([C:6]([C:11]#[N:12])=[CH:7][N:8]2[CH:20]2[CH2:23][CH2:22][CH2:21]2)=[CH:4][C:3]=1[F:13]. The catalyst class is: 3.